This data is from Forward reaction prediction with 1.9M reactions from USPTO patents (1976-2016). The task is: Predict the product of the given reaction. Given the reactants [CH2:1]([O:5][CH2:6][CH2:7][O:8][C:9]1[CH:14]=[CH:13][C:12]([C:15]2[CH:32]=[N:31][C:18]3[N:19]([CH2:28][CH2:29][CH3:30])[CH2:20][CH2:21][CH2:22][C:23]([C:25](O)=[O:26])=[CH:24][C:17]=3[CH:16]=2)=[CH:11][CH:10]=1)[CH2:2][CH2:3][CH3:4].CN(C=O)C.C(Cl)(=O)C(Cl)=O.[CH2:44]([N:47]1[C:51]([CH2:52][S@@:53]([C:55]2[CH:61]=[CH:60][C:58]([NH2:59])=[CH:57][CH:56]=2)=[O:54])=[CH:50][N:49]=[CH:48]1)[CH2:45][CH3:46], predict the reaction product. The product is: [CH2:1]([O:5][CH2:6][CH2:7][O:8][C:9]1[CH:10]=[CH:11][C:12]([C:15]2[CH:32]=[N:31][C:18]3[N:19]([CH2:28][CH2:29][CH3:30])[CH2:20][CH2:21][CH2:22][C:23]([C:25]([NH:59][C:58]4[CH:60]=[CH:61][C:55]([S@:53]([CH2:52][C:51]5[N:47]([CH2:44][CH2:45][CH3:46])[CH:48]=[N:49][CH:50]=5)=[O:54])=[CH:56][CH:57]=4)=[O:26])=[CH:24][C:17]=3[CH:16]=2)=[CH:13][CH:14]=1)[CH2:2][CH2:3][CH3:4].